This data is from hERG Central: cardiac toxicity at 1µM, 10µM, and general inhibition. The task is: Predict hERG channel inhibition at various concentrations. (1) The compound is c1ccc(CCCN2CCN(c3ccccn3)CC2)cc1. Results: hERG_inhib (hERG inhibition (general)): blocker. (2) The compound is O=C(N/N=C/c1ccc(O)c([N+](=O)[O-])c1)C1CC1(c1ccccc1)c1ccccc1. Results: hERG_inhib (hERG inhibition (general)): blocker.